From a dataset of Full USPTO retrosynthesis dataset with 1.9M reactions from patents (1976-2016). Predict the reactants needed to synthesize the given product. (1) Given the product [Cl:1][C:2]1[CH:10]=[CH:9][C:8]2[N:7](/[CH:33]=[C:34](/[C:36]3[CH:41]=[CH:40][C:39]([F:42])=[CH:38][C:37]=3[F:43])\[CH3:35])[C:6]3[CH2:11][CH2:12][N:13]([CH3:15])[CH2:14][C:5]=3[C:4]=2[CH:3]=1, predict the reactants needed to synthesize it. The reactants are: [Cl:1][C:2]1[CH:10]=[CH:9][C:8]2[NH:7][C:6]3[CH2:11][CH2:12][N:13]([CH3:15])[CH2:14][C:5]=3[C:4]=2[CH:3]=1.N1CCC[C@H]1C(O)=O.P([O-])([O-])([O-])=O.[K+].[K+].[K+].Br[CH:33]=[C:34]([C:36]1[CH:41]=[CH:40][C:39]([F:42])=[CH:38][C:37]=1[F:43])[CH3:35]. (2) The reactants are: [CH3:1][C:2]([CH3:9])=[CH:3][CH2:4][CH2:5][C:6](=[O:8])[CH3:7].[OH-].[K+].[CH2:12](Cl)[CH:13]=[CH:14][CH3:15]. Given the product [CH:12]([CH:5]([CH2:4][CH:3]=[C:2]([CH3:9])[CH3:1])[C:6](=[O:8])[CH3:7])=[CH:13][CH2:14][CH3:15], predict the reactants needed to synthesize it. (3) Given the product [C:1]([O:4][C:5]1[CH:10]=[CH:9][CH:8]=[C:7]([C:11](=[O:12])[C:21]2[CH:26]=[CH:25][CH:24]=[CH:23][CH:22]=2)[C:6]=1[CH3:14])(=[O:3])[CH3:2], predict the reactants needed to synthesize it. The reactants are: [C:1]([O:4][C:5]1[CH:10]=[CH:9][CH:8]=[C:7]([C:11](Cl)=[O:12])[C:6]=1[CH3:14])(=[O:3])[CH3:2].C([O-])([O-])=O.[Na+].[Na+].[C:21]1(B(O)O)[CH:26]=[CH:25][CH:24]=[CH:23][CH:22]=1.CC(C)=O. (4) Given the product [CH2:17]([C:11]1[CH:12]=[CH:13][CH:14]=[C:15]([CH3:16])[C:10]=1[CH2:9][NH:8][C:6]1[C:5]([N+:19]([O-:21])=[O:20])=[C:4]([NH:22][CH3:23])[CH:3]=[C:2]([O:25][CH3:24])[N:7]=1)[CH3:18], predict the reactants needed to synthesize it. The reactants are: Br[C:2]1[N:7]=[C:6]([NH:8][CH2:9][C:10]2[C:15]([CH3:16])=[CH:14][CH:13]=[CH:12][C:11]=2[CH2:17][CH3:18])[C:5]([N+:19]([O-:21])=[O:20])=[C:4]([NH:22][CH3:23])[CH:3]=1.[CH3:24][O-:25].[Na+].O. (5) Given the product [CH2:11]([O:13][C:14](=[O:18])/[CH:15]=[C:16](/[O:10][C:9]1[C:4]2[N:3]=[CH:2][O:1][C:5]=2[CH:6]=[CH:7][CH:8]=1)\[CH3:17])[CH3:12], predict the reactants needed to synthesize it. The reactants are: [O:1]1[C:5]2=[CH:6][CH:7]=[CH:8][C:9]([OH:10])=[C:4]2[N:3]=[CH:2]1.[CH2:11]([O:13][C:14](=[O:18])[C:15]#[C:16][CH3:17])[CH3:12].C(=O)([O-])[O-].[K+].[K+].